This data is from Peptide-MHC class II binding affinity with 134,281 pairs from IEDB. The task is: Regression. Given a peptide amino acid sequence and an MHC pseudo amino acid sequence, predict their binding affinity value. This is MHC class II binding data. (1) The peptide sequence is YDKLLANVSTVLTGK. The MHC is DRB1_0101 with pseudo-sequence DRB1_0101. The binding affinity (normalized) is 0.809. (2) The peptide sequence is KVGEVCSFYADPKRY. The MHC is DRB5_0101 with pseudo-sequence DRB5_0101. The binding affinity (normalized) is 0.610.